From a dataset of Forward reaction prediction with 1.9M reactions from USPTO patents (1976-2016). Predict the product of the given reaction. (1) Given the reactants Br[C:2]1[CH:7]=[CH:6][C:5]([C@@H:8]([OH:13])[C:9]([F:12])([F:11])[F:10])=[CH:4][CH:3]=1.[B:14]1([B:14]2[O:18][C:17]([CH3:20])([CH3:19])[C:16]([CH3:22])([CH3:21])[O:15]2)[O:18][C:17]([CH3:20])([CH3:19])[C:16]([CH3:22])([CH3:21])[O:15]1.C([O-])(=O)C.[K+].ClCCl, predict the reaction product. The product is: [F:10][C:9]([F:12])([F:11])[C@@H:8]([C:5]1[CH:6]=[CH:7][C:2]([B:14]2[O:18][C:17]([CH3:20])([CH3:19])[C:16]([CH3:22])([CH3:21])[O:15]2)=[CH:3][CH:4]=1)[OH:13]. (2) Given the reactants FC(F)(F)[C:3]([OH:5])=O.[NH2:8][CH2:9][C:10]1[CH:36]=[C:35]([F:37])[CH:34]=[CH:33][C:11]=1[CH2:12][O:13][C:14]1[CH:19]=[C:18]([CH3:20])[N:17]([C:21]2[CH:22]=[C:23]([CH:28]=[CH:29][C:30]=2[CH3:31])[C:24]([O:26][CH3:27])=[O:25])[C:16](=[O:32])[CH:15]=1.C[N:39]1CCO[CH2:41][CH2:40]1.C(N)C, predict the reaction product. The product is: [CH2:40]([NH:39][C:3]([NH:8][CH2:9][C:10]1[CH:36]=[C:35]([F:37])[CH:34]=[CH:33][C:11]=1[CH2:12][O:13][C:14]1[CH:19]=[C:18]([CH3:20])[N:17]([C:21]2[CH:22]=[C:23]([CH:28]=[CH:29][C:30]=2[CH3:31])[C:24]([O:26][CH3:27])=[O:25])[C:16](=[O:32])[CH:15]=1)=[O:5])[CH3:41]. (3) Given the reactants CCCC[N+](CCCC)(CCCC)CCCC.[F-].[Si]([O:26][C@H:27]1[CH2:32][CH2:31][C@@:30]([C@H:34]2[CH2:42][CH2:41][C@@:40]3([CH3:43])[C@@H:36]([CH2:37][CH2:38][C:39]3=[CH2:44])[C@@H:35]2[CH2:45][NH:46][CH2:47][C:48]2[N:52]([CH2:53][O:54][CH2:55][CH2:56][Si:57]([CH3:60])([CH3:59])[CH3:58])[C:51]3[CH:61]=[CH:62][CH:63]=[CH:64][C:50]=3[N:49]=2)([CH3:33])[C@@H:29]([CH2:65][O:66][Si](C(C)(C)C)(C)C)[CH2:28]1)(C(C)(C)C)(C)C, predict the reaction product. The product is: [OH:66][CH2:65][C@@H:29]1[C@@:30]([CH3:33])([C@H:34]2[CH2:42][CH2:41][C@@:40]3([CH3:43])[C@@H:36]([CH2:37][CH2:38][C:39]3=[CH2:44])[C@@H:35]2[CH2:45][NH:46][CH2:47][C:48]2[N:52]([CH2:53][O:54][CH2:55][CH2:56][Si:57]([CH3:58])([CH3:59])[CH3:60])[C:51]3[CH:61]=[CH:62][CH:63]=[CH:64][C:50]=3[N:49]=2)[CH2:31][CH2:32][C@H:27]([OH:26])[CH2:28]1. (4) Given the reactants C1(P(C2C=CC=CC=2)C2C=CC=CC=2)C=CC=CC=1.BrN1C(=O)CCC1=O.[Cl:28][C:29]1[CH:34]=[CH:33][C:32]([CH:35]([CH2:39][CH:40]2[CH2:44][CH2:43][CH2:42][CH2:41]2)[C:36]([OH:38])=O)=[CH:31][C:30]=1[N+:45]([O-:47])=[O:46].[NH2:48][C:49]1[CH:54]=[CH:53][CH:52]=[CH:51][N:50]=1, predict the reaction product. The product is: [Cl:28][C:29]1[CH:34]=[CH:33][C:32]([CH:35]([CH2:39][CH:40]2[CH2:44][CH2:43][CH2:42][CH2:41]2)[C:36]([NH:48][C:49]2[CH:54]=[CH:53][CH:52]=[CH:51][N:50]=2)=[O:38])=[CH:31][C:30]=1[N+:45]([O-:47])=[O:46].